Dataset: Peptide-MHC class II binding affinity with 134,281 pairs from IEDB. Task: Regression. Given a peptide amino acid sequence and an MHC pseudo amino acid sequence, predict their binding affinity value. This is MHC class II binding data. (1) The peptide sequence is QTSRLLMRRMRRPTG. The MHC is HLA-DQA10501-DQB10303 with pseudo-sequence HLA-DQA10501-DQB10303. The binding affinity (normalized) is 0.277. (2) The peptide sequence is FSLECIMDVGEIQNK. The MHC is DRB1_1101 with pseudo-sequence DRB1_1101. The binding affinity (normalized) is 0.478. (3) The peptide sequence is EGKIILVAVHVASGYIE. The MHC is DRB1_1501 with pseudo-sequence DRB1_1501. The binding affinity (normalized) is 0.540. (4) The peptide sequence is CEYIPLFSATARRAM. The MHC is DRB1_0405 with pseudo-sequence DRB1_0405. The binding affinity (normalized) is 0.819. (5) The peptide sequence is RREIFIVETGLCSLA. The MHC is DRB1_0405 with pseudo-sequence DRB1_0405. The binding affinity (normalized) is 0.396. (6) The peptide sequence is TLEQDKCVTVMAPDK. The MHC is DRB1_1101 with pseudo-sequence DRB1_1101. The binding affinity (normalized) is 0. (7) The binding affinity (normalized) is 0.365. The peptide sequence is GINTRNMTMSMSMIL. The MHC is H-2-IAd with pseudo-sequence H-2-IAd.